Dataset: NCI-60 drug combinations with 297,098 pairs across 59 cell lines. Task: Regression. Given two drug SMILES strings and cell line genomic features, predict the synergy score measuring deviation from expected non-interaction effect. (1) Drug 1: C1CC(=O)NC(=O)C1N2CC3=C(C2=O)C=CC=C3N. Drug 2: CC1=C(N=C(N=C1N)C(CC(=O)N)NCC(C(=O)N)N)C(=O)NC(C(C2=CN=CN2)OC3C(C(C(C(O3)CO)O)O)OC4C(C(C(C(O4)CO)O)OC(=O)N)O)C(=O)NC(C)C(C(C)C(=O)NC(C(C)O)C(=O)NCCC5=NC(=CS5)C6=NC(=CS6)C(=O)NCCC[S+](C)C)O. Cell line: HOP-92. Synergy scores: CSS=22.2, Synergy_ZIP=-5.88, Synergy_Bliss=-0.0499, Synergy_Loewe=-51.2, Synergy_HSA=1.33. (2) Drug 1: C1=NC2=C(N=C(N=C2N1C3C(C(C(O3)CO)O)O)F)N. Drug 2: CN(C(=O)NC(C=O)C(C(C(CO)O)O)O)N=O. Cell line: OVCAR-5. Synergy scores: CSS=-0.402, Synergy_ZIP=5.90, Synergy_Bliss=0.303, Synergy_Loewe=-2.16, Synergy_HSA=-2.06. (3) Drug 1: CCCS(=O)(=O)NC1=C(C(=C(C=C1)F)C(=O)C2=CNC3=C2C=C(C=N3)C4=CC=C(C=C4)Cl)F. Drug 2: CN1CCC(CC1)COC2=C(C=C3C(=C2)N=CN=C3NC4=C(C=C(C=C4)Br)F)OC. Cell line: LOX IMVI. Synergy scores: CSS=36.0, Synergy_ZIP=-6.91, Synergy_Bliss=-3.49, Synergy_Loewe=-1.52, Synergy_HSA=-0.398. (4) Drug 1: CC1=CC2C(CCC3(C2CCC3(C(=O)C)OC(=O)C)C)C4(C1=CC(=O)CC4)C. Drug 2: C(CN)CNCCSP(=O)(O)O. Cell line: MCF7. Synergy scores: CSS=-1.90, Synergy_ZIP=6.73, Synergy_Bliss=9.48, Synergy_Loewe=-1.80, Synergy_HSA=-0.683. (5) Drug 1: C1=CN(C=N1)CC(O)(P(=O)(O)O)P(=O)(O)O. Drug 2: CC(C)NC(=O)C1=CC=C(C=C1)CNNC.Cl. Cell line: LOX IMVI. Synergy scores: CSS=8.05, Synergy_ZIP=1.75, Synergy_Bliss=3.28, Synergy_Loewe=1.83, Synergy_HSA=0.294. (6) Cell line: PC-3. Synergy scores: CSS=36.3, Synergy_ZIP=-7.74, Synergy_Bliss=-7.51, Synergy_Loewe=-4.12, Synergy_HSA=-1.24. Drug 2: C1=CN(C(=O)N=C1N)C2C(C(C(O2)CO)O)O.Cl. Drug 1: CC1=C2C(C(=O)C3(C(CC4C(C3C(C(C2(C)C)(CC1OC(=O)C(C(C5=CC=CC=C5)NC(=O)OC(C)(C)C)O)O)OC(=O)C6=CC=CC=C6)(CO4)OC(=O)C)OC)C)OC. (7) Cell line: HS 578T. Synergy scores: CSS=-1.32, Synergy_ZIP=0.478, Synergy_Bliss=-0.278, Synergy_Loewe=-2.55, Synergy_HSA=-2.53. Drug 2: CN(CCCl)CCCl.Cl. Drug 1: CC(C)(C#N)C1=CC(=CC(=C1)CN2C=NC=N2)C(C)(C)C#N.